Dataset: Reaction yield outcomes from USPTO patents with 853,638 reactions. Task: Predict the reaction yield, written as a fraction of the theoretical maximum amount of product (1.0 means a 100% yield; for example, 0.34 means a 34% yield). (1) The reactants are F[C:2]1[CH:7]=[CH:6][C:5]([N+:8]([O-:10])=[O:9])=[C:4]([O:11][CH3:12])[CH:3]=1.[CH2:13]([N:15]1[CH2:20][CH2:19][NH:18][CH2:17][CH2:16]1)[CH3:14].C(N(C(C)C)CC)(C)C. The catalyst is C(#N)C. The product is [CH2:13]([N:15]1[CH2:20][CH2:19][N:18]([C:2]2[CH:7]=[CH:6][C:5]([N+:8]([O-:10])=[O:9])=[C:4]([O:11][CH3:12])[CH:3]=2)[CH2:17][CH2:16]1)[CH3:14]. The yield is 0.770. (2) The reactants are [F:1][C:2]1[CH:7]=[CH:6][C:5]([C:8]2[C:16]3[C:11](=[CH:12][CH:13]=[CH:14][CH:15]=3)[N:10]([CH:17]([CH3:19])[CH3:18])[C:9]=2/[CH:20]=[CH:21]/[C@@H:22]([OH:30])[CH2:23][C@@H:24]([OH:29])[CH2:25][C:26]([OH:28])=[O:27])=[CH:4][CH:3]=1.CO[N-]C.C(O)C.[OH-].[Na+:39]. The catalyst is O. The product is [Na+:39].[F:1][C:2]1[CH:3]=[CH:4][C:5]([C:8]2[C:16]3[C:11](=[CH:12][CH:13]=[CH:14][CH:15]=3)[N:10]([CH:17]([CH3:19])[CH3:18])[C:9]=2/[CH:20]=[CH:21]/[C@@H:22]([OH:30])[CH2:23][C@@H:24]([OH:29])[CH2:25][C:26]([O-:28])=[O:27])=[CH:6][CH:7]=1. The yield is 0.850. (3) The catalyst is ClCCCl. The product is [Br:15][C:16]1[O:20][C:19]([CH2:21][N:24]([CH3:25])[CH3:23])=[CH:18][CH:17]=1. The reactants are C(O[BH-](OC(=O)C)OC(=O)C)(=O)C.[Na+].[Br:15][C:16]1[O:20][C:19]([CH:21]=O)=[CH:18][CH:17]=1.[CH3:23][NH:24][CH3:25].CC(O)=O. The yield is 0.970.